Dataset: Ames mutagenicity test results for genotoxicity prediction. Task: Regression/Classification. Given a drug SMILES string, predict its toxicity properties. Task type varies by dataset: regression for continuous values (e.g., LD50, hERG inhibition percentage) or binary classification for toxic/non-toxic outcomes (e.g., AMES mutagenicity, cardiotoxicity, hepatotoxicity). Dataset: ames. (1) The result is 1 (mutagenic). The molecule is COc1cc2c3c(c1)Oc1c(OC)c(OC)cc4c1[C@H](Cc1ccc(OC)c(c1)Oc1ccc(cc1)C[C@@H]3N(C)CC2)N(C)CC4. (2) The molecule is CC(=O)Nc1ccc(Cc2ccc(N)cc2)cc1. The result is 0 (non-mutagenic).